This data is from Experimentally validated miRNA-target interactions with 360,000+ pairs, plus equal number of negative samples. The task is: Binary Classification. Given a miRNA mature sequence and a target amino acid sequence, predict their likelihood of interaction. (1) The miRNA is hsa-miR-3132 with sequence UGGGUAGAGAAGGAGCUCAGAGGA. The protein sequence of the target gene is MTNQYGILFKQEQAHDDAIWSVAWGTNKKENSETVVTGSLDDLVKVWKWRDERLDLQWSLEGHQLGVVSVDISHTLPIAASSSLDAHIRLWDLENGKQIKSIDAGPVDAWTLAFSPDSQYLATGTHVGKVNIFGVESGKKEYSLDTRGKFILSIAYSPDGKYLASGAIDGIINIFDIATGKLLHTLEGHAMPIRSLTFSPDSQLLVTASDDGYIKIYDVQHANLAGTLSGHASWVLNVAFCPDDTHFVSSSSDKSVKVWDVGTRTCVHTFFDHQDQVWGVKYNGNGSKIVSVGDDQEIHI.... Result: 0 (no interaction). (2) The miRNA is hsa-miR-593-3p with sequence UGUCUCUGCUGGGGUUUCU. The protein sequence of the target gene is MPQTRSQAQATISFPKRKLSRALNKAKNSSDAKLEPTNVQTVTCSPRVKALPLSPRKRLGDDNLCNTPHLPPCSPPKQGKKENGPPHSHTLKGRRLVFDNQLTIKSPSKRELAKVHQNKILSSVRKSQEITTNSEQRCPLKKESACVRLFKQEGTCYQQAKLVLNTAVPDRLPAREREMDVIRNFLREHICGKKAGSLYLSGAPGTGKTACLSRILQDLKKELKGFKTIMLNCMSLRTAQAVFPAIAQEICQEEVSRPAGKDMMRKLEKHMTAEKGPMIVLVLDEMDQLDSKGQDVLYTL.... Result: 1 (interaction). (3) The miRNA is hsa-miR-6739-5p with sequence UGGGAAAGAGAAAGAACAAGUA. The protein sequence of the target gene is MAPFGRNLLKTRHKNRSPTKDMDPEEKEIVVWVCQDEKIVCGLTKRTTSIDVIQALLEEHEATFGEKRFLLGKASDYCIVEKWRGSERALPPLTRILKLWKAWGDEQPNMQFVLVKTDAFLPVPLWRTAETKLVQNNEKPWELSPANYMKTLPPDKQKRIVRKTFRKLAKIRQDTSSHDRDNMECLVHLIISQDHTIHQQVQRMKELDMEIEKCEAKIHLDRVGNDGANYVHEAYLMPRLSDEEQKLDIQAEINQTLEDLNDSEGMAQLEEQLQYYRALIDKLSAEIEREVKGAGIDGIE.... Result: 0 (no interaction).